This data is from Full USPTO retrosynthesis dataset with 1.9M reactions from patents (1976-2016). The task is: Predict the reactants needed to synthesize the given product. (1) The reactants are: [CH3:1][C:2]1[S:6][C:5](/[CH:7]=[CH:8]/[C:9]([O:11][CH2:12][CH3:13])=[O:10])=[N:4][CH:3]=1. Given the product [CH3:1][C:2]1[S:6][C:5]([CH2:7][CH2:8][C:9]([O:11][CH2:12][CH3:13])=[O:10])=[N:4][CH:3]=1, predict the reactants needed to synthesize it. (2) Given the product [CH:23]([O:22][C:18]1[CH:17]=[C:16]([C:13]2[CH:14]=[CH:15][C:8]3[C:7]([C:3]4[CH:2]=[N:1][CH:6]=[CH:5][CH:4]=4)=[CH:11][S:10][C:9]=3[CH:12]=2)[CH:21]=[CH:20][CH:19]=1)([CH3:25])[CH3:24], predict the reactants needed to synthesize it. The reactants are: [N:1]1[CH:6]=[CH:5][CH:4]=[C:3]([C:7]2[C:8]3[CH:15]=[CH:14][C:13]([C:16]4[CH:17]=[C:18]([OH:22])[CH:19]=[CH:20][CH:21]=4)=[CH:12][C:9]=3[S:10][CH:11]=2)[CH:2]=1.[CH:23](Br)([CH3:25])[CH3:24].C(=O)([O-])[O-].[K+].[K+]. (3) The reactants are: [CH3:1][C:2]1[C:3]([O:10][C@@H:11]2[CH2:16][CH2:15][C@@H:14]([CH3:17])[NH:13][CH2:12]2)=[N:4][CH:5]=[CH:6][C:7]=1[C:8]#[N:9].[CH3:18][O:19][C:20]1[N:25]=[C:24]([N:26]2[N:30]=[CH:29][CH:28]=[N:27]2)[C:23]([C:31](O)=[O:32])=[CH:22][CH:21]=1.ON1C2N=CC=CC=2N=N1.C(Cl)CCl.CCN(C(C)C)C(C)C.C([O-])(O)=O.[Na+]. Given the product [CH3:18][O:19][C:20]1[N:25]=[C:24]([N:26]2[N:27]=[CH:28][CH:29]=[N:30]2)[C:23]([C:31]([N:13]2[C@H:14]([CH3:17])[CH2:15][CH2:16][C@@H:11]([O:10][C:3]3[C:2]([CH3:1])=[C:7]([C:8]#[N:9])[CH:6]=[CH:5][N:4]=3)[CH2:12]2)=[O:32])=[CH:22][CH:21]=1, predict the reactants needed to synthesize it.